Task: Predict the reaction yield, written as a fraction of the theoretical maximum amount of product (1.0 means a 100% yield; for example, 0.34 means a 34% yield).. Dataset: Reaction yield outcomes from USPTO patents with 853,638 reactions (1) The reactants are C(Cl)(=O)C(Cl)=O.CS(C)=O.[Br:11][C:12]1[CH:17]=[CH:16][CH:15]=[CH:14][C:13]=1[S:18]([C:21]1[CH:26]=[CH:25][C:24]([CH2:27][OH:28])=[CH:23][CH:22]=1)(=[O:20])=[O:19].C(N(CC)CC)C. The catalyst is ClCCl. The product is [Br:11][C:12]1[CH:17]=[CH:16][CH:15]=[CH:14][C:13]=1[S:18]([C:21]1[CH:22]=[CH:23][C:24]([CH:27]=[O:28])=[CH:25][CH:26]=1)(=[O:20])=[O:19]. The yield is 0.850. (2) The reactants are [C:1]12([C:11]3[CH:16]=[C:15]([Br:17])[C:14]([O:18][CH3:19])=[CH:13][C:12]=3[OH:20])[CH2:10][CH:5]3[CH2:6][CH:7]([CH2:9][CH:3]([CH2:4]3)[CH2:2]1)[CH2:8]2.[CH2:21](Br)[C:22]1[CH:27]=[CH:26][CH:25]=[CH:24][CH:23]=1.C([O-])([O-])=O.[K+].[K+]. The catalyst is CC(C)=O. The product is [C:1]12([C:11]3[C:12]([O:20][CH2:21][C:22]4[CH:27]=[CH:26][CH:25]=[CH:24][CH:23]=4)=[CH:13][C:14]([O:18][CH3:19])=[C:15]([Br:17])[CH:16]=3)[CH2:2][CH:3]3[CH2:9][CH:7]([CH2:6][CH:5]([CH2:4]3)[CH2:10]1)[CH2:8]2. The yield is 0.760. (3) The reactants are [OH:1][C@@H:2]1[C@H:7]([NH:8][C:9](=[O:15])[O:10][C:11]([CH3:14])([CH3:13])[CH3:12])[CH:6]=[C:5]([C:16]2[CH:21]=[CH:20][N:19]=[CH:18][C:17]=2[N+:22]([O-:24])=[O:23])[CH2:4][C@@H:3]1[CH3:25].[CH3:26][S:27]([CH:30]=[CH2:31])(=[O:29])=[O:28].C(=O)([O-])[O-].[Cs+].[Cs+].C([O-])(O)=O.[Na+]. The catalyst is CC(O)(C)C.O. The product is [CH3:25][C@@H:3]1[C@H:2]([O:1][CH2:31][CH2:30][S:27]([CH3:26])(=[O:29])=[O:28])[C@H:7]([NH:8][C:9](=[O:15])[O:10][C:11]([CH3:12])([CH3:13])[CH3:14])[CH:6]=[C:5]([C:16]2[CH:21]=[CH:20][N:19]=[CH:18][C:17]=2[N+:22]([O-:24])=[O:23])[CH2:4]1. The yield is 0.840. (4) The reactants are [CH3:1][N:2]([CH2:4][CH2:5][N:6]1[C:20](=[O:21])[C:15]2=[CH:16][C:17](N)=[CH:18][C:13]3[C:14]2=[C:9]([CH:10]=[CH:11][CH:12]=3)[C:7]1=[O:8])[CH3:3].[C:22](Cl)(=[O:29])[C:23]1[CH:28]=[CH:27][CH:26]=[CH:25][CH:24]=1.C(#[N:33])C. No catalyst specified. The product is [CH3:3][N:2]([CH3:1])[CH2:4][CH2:5][N:6]1[C:20](=[O:21])[C:15]2[CH:16]=[C:17]([C:24]3[CH:25]=[CH:26][CH:27]=[CH:28][C:23]=3[C:22]([NH2:33])=[O:29])[CH:18]=[C:13]3[C:14]=2[C:9](=[CH:10][CH:11]=[CH:12]3)[C:7]1=[O:8]. The yield is 0.830. (5) The reactants are [F:1][C:2]1[C:7]([OH:8])=[C:6]([F:9])[C:5]([F:10])=[C:4]([F:11])[C:3]=1[F:12].C(N(CC)CC)C.[CH2:20]=[C:21]([C:26](OS(F)(=O)=O)([F:28])[F:27])[C:22]([F:25])([F:24])[F:23]. The catalyst is C(OCC)C. The product is [CH2:20]=[C:21]([C:26]([O:8][C:7]1[C:6]([F:9])=[C:5]([F:10])[C:4]([F:11])=[C:3]([F:12])[C:2]=1[F:1])([F:28])[F:27])[C:22]([F:25])([F:24])[F:23]. The yield is 0.730. (6) The reactants are O1CCCC1.[CH2:6]([NH:13][C:14]1[CH:19]=[CH:18][C:17]([CH2:20][C:21](Cl)=[N:22][OH:23])=[CH:16][CH:15]=1)[C:7]1[CH:12]=[CH:11][CH:10]=[CH:9][CH:8]=1.[C:25]([C:27]1[C:28]([NH2:33])=[N:29][CH:30]=[CH:31][CH:32]=1)#[CH:26].C(N(CC)CC)C. The catalyst is O. The product is [CH2:6]([NH:13][C:14]1[CH:19]=[CH:18][C:17]([CH2:20][C:21]2[CH:26]=[C:25]([C:27]3[C:28]([NH2:33])=[N:29][CH:30]=[CH:31][CH:32]=3)[O:23][N:22]=2)=[CH:16][CH:15]=1)[C:7]1[CH:12]=[CH:11][CH:10]=[CH:9][CH:8]=1. The yield is 0.0700. (7) The reactants are [CH2:1]([C:3]1[N:7]([C:8]2[C:16]3[O:15][CH2:14][C@@H:13]([NH:17][C:18]4[CH:30]=[CH:29][C:21]5[C@H:22]([CH2:25][C:26]([OH:28])=[O:27])[CH2:23][O:24][C:20]=5[CH:19]=4)[C:12]=3[CH:11]=[CH:10][CH:9]=2)[C:6]2[CH:31]=[C:32]([F:36])[C:33]([F:35])=[CH:34][C:5]=2[N:4]=1)[CH3:2].[OH-].[Na+:38].C(#N)C. The catalyst is O. The product is [CH2:1]([C:3]1[N:7]([C:8]2[C:16]3[O:15][CH2:14][C@@H:13]([NH:17][C:18]4[CH:30]=[CH:29][C:21]5[C@H:22]([CH2:25][C:26]([O-:28])=[O:27])[CH2:23][O:24][C:20]=5[CH:19]=4)[C:12]=3[CH:11]=[CH:10][CH:9]=2)[C:6]2[CH:31]=[C:32]([F:36])[C:33]([F:35])=[CH:34][C:5]=2[N:4]=1)[CH3:2].[Na+:38]. The yield is 0.880. (8) The reactants are C([NH:5][C:6]1[CH:11]=[C:10]([C:12]2[C:13]([C:26]3[CH:27]=[C:28]([NH:32][C:33]([NH:35][C:36]4[CH:41]=[CH:40][C:39]([C:42]([F:45])([F:44])[F:43])=[CH:38][CH:37]=4)=[O:34])[CH:29]=[CH:30][CH:31]=3)=[N:14][N:15](CC3C=CC(OC)=CC=3)[CH:16]=2)[CH:9]=[CH:8][N:7]=1)(C)(C)C.FC(F)(F)C(O)=O.[Na]. The catalyst is O. The product is [NH2:5][C:6]1[CH:11]=[C:10]([C:12]2[C:13]([C:26]3[CH:27]=[C:28]([NH:32][C:33]([NH:35][C:36]4[CH:41]=[CH:40][C:39]([C:42]([F:44])([F:45])[F:43])=[CH:38][CH:37]=4)=[O:34])[CH:29]=[CH:30][CH:31]=3)=[N:14][NH:15][CH:16]=2)[CH:9]=[CH:8][N:7]=1. The yield is 0.900. (9) The reactants are [C:1]([O:7][C:8]([CH3:11])([CH3:10])[CH3:9])(=[O:6])[CH2:2][C:3]([CH3:5])=O.[F:12][C:13]1[CH:20]=[CH:19][C:16]([CH:17]=O)=[CH:15][CH:14]=1.[NH4+:21].[OH-:22]. The catalyst is CCO.C(Cl)Cl. The product is [F:12][C:13]1[CH:20]=[CH:19][C:16]([CH:17]2[C:2]([C:1]([O:7][C:8]([CH3:11])([CH3:10])[CH3:9])=[O:6])=[C:3]([CH3:5])[NH:21][C:3]([CH3:5])=[C:2]2[C:1]([O:7][C:8]([CH3:11])([CH3:10])[CH3:9])=[O:22])=[CH:15][CH:14]=1. The yield is 0.380. (10) The product is [C:20]([O:24][C:25]([NH:27][CH2:28][CH2:29][C:2]1[N:3]([CH:17]([CH3:19])[CH3:18])[C:4]2[CH:5]=[C:6]([Cl:16])[CH:7]=[C:8]([C:12]([O:14][CH3:15])=[O:13])[C:9]=2[C:10]=1[CH3:11])=[O:26])([CH3:23])([CH3:22])[CH3:21]. The reactants are Br[C:2]1[N:3]([CH:17]([CH3:19])[CH3:18])[C:4]2[CH:5]=[C:6]([Cl:16])[CH:7]=[C:8]([C:12]([O:14][CH3:15])=[O:13])[C:9]=2[C:10]=1[CH3:11].[C:20]([O:24][C:25]([NH:27][CH2:28][CH2:29][B-](F)(F)F)=[O:26])([CH3:23])([CH3:22])[CH3:21].[K+].C([O-])([O-])=O.[Cs+].[Cs+].CC(OC1C=CC=C(OC(C)C)C=1C1C(P(C2CCCCC2)C2CCCCC2)=CC=CC=1)C. The catalyst is C1(C)C=CC=CC=1.O.CCOC(C)=O.C([O-])(=O)C.[Pd+2].C([O-])(=O)C. The yield is 0.337.